From a dataset of Forward reaction prediction with 1.9M reactions from USPTO patents (1976-2016). Predict the product of the given reaction. (1) Given the reactants [C:1]([NH:4][C:5]1[S:6][CH:7]=[C:8]([CH2:10][CH2:11][C:12]2[CH:30]=[CH:29][C:15]([CH2:16][NH:17][C:18]([NH:20][NH:21]C(OC(C)(C)C)=O)=[O:19])=[CH:14][CH:13]=2)[N:9]=1)(=[O:3])[CH3:2].O1CCOCC1.[ClH:37], predict the reaction product. The product is: [ClH:37].[C:1]([NH:4][C:5]1[S:6][CH:7]=[C:8]([CH2:10][CH2:11][C:12]2[CH:30]=[CH:29][C:15]([CH2:16][NH:17][C:18]([NH:20][NH2:21])=[O:19])=[CH:14][CH:13]=2)[N:9]=1)(=[O:3])[CH3:2]. (2) Given the reactants [F:1][C:2]1[C:10]([N+:11]([O-])=O)=[CH:9][CH:8]=[CH:7][C:3]=1[C:4]([OH:6])=[O:5].[H][H], predict the reaction product. The product is: [NH2:11][C:10]1[C:2]([F:1])=[C:3]([CH:7]=[CH:8][CH:9]=1)[C:4]([OH:6])=[O:5]. (3) Given the reactants [CH3:1][C:2]1[CH:23]=[CH:22][CH:21]=[C:20]([CH3:24])[C:3]=1[CH2:4][O:5][C:6]1[CH:7]=[C:8]([CH2:12][CH:13]([CH3:19])[C:14]([O:16]CC)=[O:15])[CH:9]=[CH:10][CH:11]=1.[OH-].[Na+].Cl, predict the reaction product. The product is: [CH3:1][C:2]1[CH:23]=[CH:22][CH:21]=[C:20]([CH3:24])[C:3]=1[CH2:4][O:5][C:6]1[CH:7]=[C:8]([CH2:12][CH:13]([CH3:19])[C:14]([OH:16])=[O:15])[CH:9]=[CH:10][CH:11]=1. (4) Given the reactants CI.[N:3]1[C:12]2[NH:11][C:10]3[CH:13]=[C:14]([CH:17]([OH:21])[C:18]([OH:20])=[O:19])[CH:15]=[CH:16][C:9]=3[S:8][C:7]=2[N:6]=[CH:5][CH:4]=1.[C:22](=O)([O-])[O-].[K+].[K+], predict the reaction product. The product is: [CH3:22][O:19][C:18](=[O:20])[CH:17]([C:14]1[CH:15]=[CH:16][C:9]2[S:8][C:7]3[N:6]=[CH:5][CH:4]=[N:3][C:12]=3[NH:11][C:10]=2[CH:13]=1)[OH:21]. (5) The product is: [CH2:1]([O:5][C:6]([N:8]1[CH2:9][CH2:10][N:11]([C:14](=[O:32])[C@@H:15]([NH2:24])[CH2:16][CH2:17][C:18]2[N:22]([CH3:23])[N:21]=[N:20][N:19]=2)[CH2:12][CH2:13]1)=[O:7])[CH2:2][CH2:3][CH3:4]. Given the reactants [CH2:1]([O:5][C:6]([N:8]1[CH2:13][CH2:12][N:11]([C:14](=[O:32])[C@@H:15]([NH:24]C(OC(C)(C)C)=O)[CH2:16][CH2:17][C:18]2[N:22]([CH3:23])[N:21]=[N:20][N:19]=2)[CH2:10][CH2:9]1)=[O:7])[CH2:2][CH2:3][CH3:4].C(O)(C(F)(F)F)=O, predict the reaction product. (6) Given the reactants [F:1][C:2]1[CH:7]=[CH:6][CH:5]=[CH:4][C:3]=1[C:8]12[CH2:16][N:15]([C:17]3[N:22]=[CH:21][C:20]([F:23])=[CH:19][N:18]=3)[CH2:14][CH:13]1[CH2:12][S:11][C:10]([NH2:24])=[N:9]2, predict the reaction product. The product is: [F:1][C:2]1[CH:7]=[CH:6][CH:5]=[CH:4][C:3]=1[C@:8]12[CH2:16][N:15]([C:17]3[N:22]=[CH:21][C:20]([F:23])=[CH:19][N:18]=3)[CH2:14][C@H:13]1[CH2:12][S:11][C:10]([NH2:24])=[N:9]2. (7) Given the reactants [F:1][C:2]1[CH:7]=[CH:6][C:5]([C@H:8]([CH2:28][CH:29]=C)[CH2:9][N:10]([CH3:27])[C:11](=[O:26])[C:12]2[CH:17]=[C:16]([C:18]([F:21])([F:20])[F:19])[CH:15]=[C:14]([C:22]([F:25])([F:24])[F:23])[CH:13]=2)=[CH:4][CH:3]=1.C[N+]1([O-])CC[O:35]CC1.OS([O-])=O.[Na+].I([O-])(=O)(=O)=O.[Na+], predict the reaction product. The product is: [F:1][C:2]1[CH:7]=[CH:6][C:5]([C@H:8]([CH2:28][CH:29]=[O:35])[CH2:9][N:10]([CH3:27])[C:11](=[O:26])[C:12]2[CH:17]=[C:16]([C:18]([F:21])([F:20])[F:19])[CH:15]=[C:14]([C:22]([F:25])([F:24])[F:23])[CH:13]=2)=[CH:4][CH:3]=1.